Dataset: hERG potassium channel inhibition data for cardiac toxicity prediction from Karim et al.. Task: Regression/Classification. Given a drug SMILES string, predict its toxicity properties. Task type varies by dataset: regression for continuous values (e.g., LD50, hERG inhibition percentage) or binary classification for toxic/non-toxic outcomes (e.g., AMES mutagenicity, cardiotoxicity, hepatotoxicity). Dataset: herg_karim. (1) The molecule is CC(C)c1nnc2ccc(-c3ocnc3-c3cccc(Cl)c3)cn12. The result is 1 (blocker). (2) The drug is COCC(=O)N1CCO[C@@H](c2nc(-c3ccc(C(=O)Nc4cc(C(F)(F)F)ccn4)cc3F)c3c(N)nccn23)C1. The result is 0 (non-blocker). (3) The drug is Fc1ccc(CN2CCN(c3ccc4nnc(C(F)(F)F)n4n3)CC2)cc1. The result is 0 (non-blocker).